From a dataset of Catalyst prediction with 721,799 reactions and 888 catalyst types from USPTO. Predict which catalyst facilitates the given reaction. (1) Product: [CH2:51]([O:50][P:49]([CH:48]=[CH:10][CH:8]1[O:7][CH:5]2[O:6][C:2]([CH3:1])([CH3:12])[O:3][CH:4]2[CH2:9]1)(=[O:56])[O:53][CH2:54][CH3:55])[CH3:52]. Reactant: [CH3:1][C:2]1([CH3:12])[O:6][CH:5]2[O:7][CH:8]([CH2:10]O)[CH2:9][CH:4]2[O:3]1.C1CCC(N=C=NC2CCCCC2)CC1.N1C=CC=CC=1.C(O)(C(F)(F)F)=O.C([O-])([O-])=O.[K+].[K+].[CH2:48]([P:49](=[O:56])([O:53][CH2:54][CH3:55])[O:50][CH2:51][CH3:52])[CH2:48][P:49](=[O:56])([O:53][CH2:54][CH3:55])[O:50][CH2:51][CH3:52].C(O[K])(C)(C)C.Cl. The catalyst class is: 197. (2) Reactant: [F:1][C:2]([F:20])([F:19])[C:3]1[CH:8]=[CH:7][N:6]=[CH:5][C:4]=1[C:9]1[CH:10]=[C:11]2[C:16](=[N:17][CH:18]=1)[NH:15][CH2:14][CH2:13][CH2:12]2.FC(F)(F)[C:23]([OH:25])=[O:24]. Product: [C:3]([O:25][C:23]([N:15]1[C:16]2[C:11](=[CH:10][C:9]([C:4]3[CH:5]=[N:6][CH:7]=[CH:8][C:3]=3[C:2]([F:19])([F:1])[F:20])=[CH:18][N:17]=2)[CH2:12][CH2:13][CH2:14]1)=[O:24])([CH3:8])([CH3:4])[CH3:2]. The catalyst class is: 2. (3) Reactant: CS(O[CH2:6][CH2:7][O:8][C:9]1[C:10]([C:28]2[CH:33]=[CH:32][C:31]([S:34]([CH3:36])=[O:35])=[CH:30][CH:29]=2)=[N:11][C:12]([C:15]2[NH:24][C:23](=[O:25])[C:22]3[C:17](=[CH:18][C:19]([O:26][CH3:27])=[CH:20][CH:21]=3)[N:16]=2)=[CH:13][CH:14]=1)(=O)=O.[CH:37]([NH2:40])([CH3:39])[CH3:38].[I-].[Na+]. Product: [CH:37]([NH:40][CH2:6][CH2:7][O:8][C:9]1[CH:14]=[CH:13][C:12]([C:15]2[NH:24][C:23](=[O:25])[C:22]3[C:17](=[CH:18][C:19]([O:26][CH3:27])=[CH:20][CH:21]=3)[N:16]=2)=[N:11][C:10]=1[C:28]1[CH:33]=[CH:32][C:31]([S:34]([CH3:36])=[O:35])=[CH:30][CH:29]=1)([CH3:39])[CH3:38]. The catalyst class is: 16.